The task is: Predict the reactants needed to synthesize the given product.. This data is from Full USPTO retrosynthesis dataset with 1.9M reactions from patents (1976-2016). (1) Given the product [NH2:8][C@@H:9]1[CH2:15][CH2:14][C@@H:13]2[NH:16][C@@:10]1([C:31]1[CH:32]=[CH:33][CH:34]=[CH:35][CH:36]=1)[CH2:11][C@H:12]2[C:24]([O:26][C:27]([CH3:29])([CH3:30])[CH3:28])=[O:25], predict the reactants needed to synthesize it. The reactants are: C([NH:8][C@@H:9]1[CH2:15][CH2:14][C@@H:13]2[N:16](CC3C=CC=CC=3)[C@@:10]1([C:31]1[CH:36]=[CH:35][CH:34]=[CH:33][CH:32]=1)[CH2:11][C@H:12]2[C:24]([O:26][C:27]([CH3:30])([CH3:29])[CH3:28])=[O:25])C1C=CC=CC=1.[H][H]. (2) Given the product [CH:1]1([C:4]2[C:5]([N:13]3[CH2:18][CH2:17][N:16]([C:19]([C:21]4[CH:26]=[CH:25][C:24]([N:31]5[CH2:32][CH2:33][N:29]([CH3:28])[C:30]5=[O:34])=[CH:23][CH:22]=4)=[O:20])[CH2:15][CH2:14]3)=[N:6][CH:7]=[C:8]([CH:10]3[CH2:12][CH2:11]3)[CH:9]=2)[CH2:3][CH2:2]1, predict the reactants needed to synthesize it. The reactants are: [CH:1]1([C:4]2[C:5]([N:13]3[CH2:18][CH2:17][N:16]([C:19]([C:21]4[CH:26]=[CH:25][C:24](I)=[CH:23][CH:22]=4)=[O:20])[CH2:15][CH2:14]3)=[N:6][CH:7]=[C:8]([CH:10]3[CH2:12][CH2:11]3)[CH:9]=2)[CH2:3][CH2:2]1.[CH3:28][N:29]1[CH2:33][CH2:32][NH:31][C:30]1=[O:34].